This data is from Full USPTO retrosynthesis dataset with 1.9M reactions from patents (1976-2016). The task is: Predict the reactants needed to synthesize the given product. (1) The reactants are: C[N:2](C)/[CH:3]=[C:4](/[C:7]1[CH:12]=[CH:11][C:10]([N+:13]([O-:15])=[O:14])=[CH:9][C:8]=1[O:16][CH3:17])\[C:5]#N.[NH2:19][C:20]1[CH:24]=[CH:23][NH:22][N:21]=1.Cl. Given the product [CH3:17][O:16][C:8]1[CH:9]=[C:10]([N+:13]([O-:15])=[O:14])[CH:11]=[CH:12][C:7]=1[C:4]1[CH:5]=[N:19][C:20]2[N:21]([N:22]=[CH:23][CH:24]=2)[C:3]=1[NH2:2], predict the reactants needed to synthesize it. (2) Given the product [Br:1][C:2]1[N:25]=[C:4]([CH2:8][N:9]2[CH2:14][CH2:13][N:12]([C:15]([O:17][C:18]([CH3:21])([CH3:20])[CH3:19])=[O:16])[C@@H:11]([CH3:22])[CH2:10]2)[CH:5]=[CH:6][CH:7]=1, predict the reactants needed to synthesize it. The reactants are: [Br:1][C:2]1C=[C:4]([CH2:8][N:9]2[CH2:14][CH2:13][N:12]([C:15]([O:17][C:18]([CH3:21])([CH3:20])[CH3:19])=[O:16])[C@@H:11]([CH3:22])[CH2:10]2)[CH:5]=[CH:6][CH:7]=1.C[C@H]1CNCC[N:25]1C(OC(C)(C)C)=O.BrC1SC(C=O)=CC=1.